Dataset: Experimentally validated miRNA-target interactions with 360,000+ pairs, plus equal number of negative samples. Task: Binary Classification. Given a miRNA mature sequence and a target amino acid sequence, predict their likelihood of interaction. (1) The miRNA is hsa-miR-20b-3p with sequence ACUGUAGUAUGGGCACUUCCAG. The protein sequence of the target gene is MLERLKAPWSAALQRKYFDLGIWTAPISPMALTMLNGLLIKDSSPPMLLHQVNKTAQLDTFNYQSCFMQSVFDHFPEILFIHRTYNPRGKVLYTFLVDGPRVQLEGHLARAVYFAIPAKEDTEGLAQMFQVFKKFNPAWERVCTILVDPHFLPLPILAMEFPTAEVLLSAFHICKFLQAKFYQLSLERPVERLLLTSLQSTMCSATAGNLRKLYTLLSNCIPPAKLPELHSHWLLNDRIWLAHRWRSRAESSHYFQSLEVTTHILSQFFGTTPSEKQGMASLFRYMQQNSADKANFNQGL.... Result: 1 (interaction). (2) The miRNA is hsa-miR-32-5p with sequence UAUUGCACAUUACUAAGUUGCA. The protein sequence of the target gene is MLKAKILFVGPCESGKTVLANFLTESSDITEYSPTQGVRILEFENPHVTSNNKGTGCEFELWDCGGDAKFESCWPALMKDAHGVVIVFNADIPSHRKEMEMWYSCFVQQPSLQDTQCMLIAHHKPGSGDDKGSLSLSPPLNKLKLVHSNLEDDPEEIRMEFIKYLKSIINSMSESRDREEMSIMT. Result: 1 (interaction). (3) Result: 1 (interaction). The miRNA is hsa-miR-3138 with sequence UGUGGACAGUGAGGUAGAGGGAGU. The protein sequence of the target gene is MGPLSARLLMQRGRPKSDRLGKIRSLDLSGLELLSEHLDPKLLCRLTQLQELDLSNNHLETLPDNLGLSHLRVLRCANNQLGDVTALCQFPKLEELSLEGNPFLTVNDNLKVSFLLPTLRKVNGKDASSTYSQVENLNRELTSRVTAHWEKFMATLGPEEEAEKAQADFVKSAVRDVRYGPESLSEFTQWRVRMISEELVAASRTQVQKANSPEKPPEAGAAHKPRARLAALKRPDDVPLSLSPSKRACASPSAQVEGSPVAGSDGSQPAVKLEPLHFLQCHSKNNSPQDLETQLWACAF.... (4) The miRNA is rno-miR-22-5p with sequence AGUUCUUCAGUGGCAAGCUUUA. The protein sequence of the target gene is MGFCKADAATSFLRAARSGNLDKALDHLRNGVDINTCNQNGLNGLHLASKEGHVKMVVELLHKEIILETTTKKGNTALHIAALAGQDEVVRELVNYGANVNAQSQKGFTPLYMAAQENHLEVVKFLLENGANQNVATEDGFTPLAVALQQGHENVVAHLINYGTKGKVRLPALHIAARNDDTRTAAVLLQNDPNPDVLSKTGFTPLHIAAHYENLNVAQLLLNRGASVNFTPQNGITPLHIASRRGNVIMVRLLLDRGAQIETRTKDELTPLHCAARNGHVRISEILLDHGAPIQAKTKN.... Result: 0 (no interaction). (5) Result: 1 (interaction). The miRNA is mmu-miR-24-3p with sequence UGGCUCAGUUCAGCAGGAACAG. The protein sequence of the target gene is MDDSDPPTYSLQIEPQDGCHPGDSVERRVTRLPSVSDENENQLAGDGPAGLTTSEGAMGRATVSEQDSLNNNESFPSSCEAAPTENAENTPSEGPKDDPPSLGQDQKLPAKRSPRAKKSSPKSAPPGDAVPVMQTQNATSQAAGEEEAAGVNANDPPKAPALQPLFSLIRGEVAQMDSRALPLFLHQVAETYFQEEDYEKAMKFIQLERLYHEQLLANLSAIQEQWETKWKAVQPRTVTPLRNSEKGFNGEDFEQLAKICTTHQDPLLSKLKTAPVEPSPERKSLARAIMSEEAVGTEAA.... (6) The miRNA is mmu-miR-7578 with sequence CAUGGCUCUGUCUUCUGCCUCAGA. The protein sequence of the target gene is MKLLWQVTVHHTWNAVLLPVVYLTAQVWILCAAIAAAASAGPQNCPSVCSCSNQFSKVVCTRRGLSEVPQGIPSNTRYLNLMENNIQMIQADTFRHLHHLEVLQLGRNSIRQIEVGAFNGLASLNTLELFDNWLTVIPSGAFEYLSKLRELWLRNNPIESIPSYAFNRVPSLMRLDLGELKKLEYISEGAFEGLFNLKYLNLGMCNIKDMPNLTPLVGLEELEMSGNHFPEIRPGSFHGLSSLKKLWVMNSQVSLIERNAFDGLASLVELNLAHNNLSSLPHDLFTPLRYLVELHLHHNP.... Result: 0 (no interaction). (7) The miRNA is mmu-miR-6998-3p with sequence AGAGCUGCUCUGUGCCCACACA. The protein sequence of the target gene is MWPAGAGTKLPCPRDSALRRAAFSGNLTALPSHLVPAGRSVRVFISANPEDTGAERQALRETVYPKLREFCRENYGLEFQVIDLYWGIEEDEWDSPELQKMRMKLLEECLKTSAGPCFVGLLGEKYGNIRIPGEVEASEFEMILDAAVEAKLETKLLEDWYCRDENSVPAAYYLRPRLEVPRSNKNSTQPSASSEQERPWQEISDEIKTIFKAAVKLLHEQGKMKQSQAKRYLFSAIEDEFDFALGKQTPAFLKKCVCYIRKIANIERFVKIPEMGKYMDITGTDPRIVRDPEAQEKLIK.... Result: 0 (no interaction). (8) The miRNA is hsa-miR-4753-5p with sequence CAAGGCCAAAGGAAGAGAACAG. The protein sequence of the target gene is MEEASLCLGVSSTAPEAEPHLSGPVLNGQYAMSQKLHQITSQLSHAFPELHPRPNPEEKTPAALEEKAHVPMSGQSMGSQMALLANQLGRDVDNSLNGRVDLQQFLNGQNLGIMSQMSDIEDDARKNRKYPCPLCGKRFRFNSILSLHMRTHTGEKPFKCPYCDHRAAQKGNLKIHLRTHKLGNLGKGRGRVREENRLLHELEERAILRDKQMKGSLLQPRSDLKPLAHAQQAPLATCNLALPPNHSVPDVAHPAPSPKPANLQEDSVTPAAGFRCTFCKGKFKKREELDRHIRILHKPY.... Result: 0 (no interaction).